Task: Predict which catalyst facilitates the given reaction.. Dataset: Catalyst prediction with 721,799 reactions and 888 catalyst types from USPTO Reactant: COC[O:4][C:5]1[CH:10]=[CH:9][C:8]([C:11]2[N:16]=[C:15]3[N:17](C4CCCCO4)[N:18]=[C:19]([CH3:20])[C:14]3=[C:13]([CH2:27][N:28]3[CH2:33][C:32]([CH3:35])([CH3:34])[N:31]([CH2:36][CH2:37][C:38]([F:41])([F:40])[F:39])[CH2:30][C:29]3([CH3:43])[CH3:42])[CH:12]=2)=[CH:7][CH:6]=1.Cl. The catalyst class is: 12. Product: [CH3:20][C:19]1[C:14]2[C:15](=[N:16][C:11]([C:8]3[CH:9]=[CH:10][C:5]([OH:4])=[CH:6][CH:7]=3)=[CH:12][C:13]=2[CH2:27][N:28]2[CH2:33][C:32]([CH3:34])([CH3:35])[N:31]([CH2:36][CH2:37][C:38]([F:41])([F:40])[F:39])[CH2:30][C:29]2([CH3:43])[CH3:42])[NH:17][N:18]=1.